This data is from Choline transporter screen with 302,306 compounds. The task is: Binary Classification. Given a drug SMILES string, predict its activity (active/inactive) in a high-throughput screening assay against a specified biological target. (1) The molecule is O1C(C(=O)Nc2c1ccc(c2)C(=O)NNC(=O)Nc1ccccc1)(C)C. The result is 0 (inactive). (2) The compound is S(=O)(=O)(NCc1occc1)c1ccc(NC(=O)CNC(=O)COc2ccccc2)cc1. The result is 0 (inactive). (3) The drug is O(\N=C(/N)c1ccncc1)C(=O)C(c1ccccc1)c1ccccc1. The result is 0 (inactive). (4) The drug is O=C1/C(=c2/nc(NC3CCCCC3)cc([nH]2)C)C=CC=C1. The result is 0 (inactive). (5) The drug is O=C(N\N=C\c1ccc(OC(C)C)cc1)c1nnn(c1CN1CCC(CC1)C)c1nonc1N. The result is 0 (inactive). (6) The compound is o1c(C(=O)NC(c2ccccc2)C)ccc1COc1c(OC)cccc1. The result is 1 (active). (7) The result is 0 (inactive). The molecule is O=C1N(CCN(CC1)Cc1ccccc1)CCOC(=O)Nc1ccccc1. (8) The molecule is Clc1c(C2N(CC(=O)N2OCc2ccccc2)C(=O)C)ccc(Cl)c1. The result is 0 (inactive). (9) The result is 0 (inactive). The molecule is O1c2c(OC1)ccc(c2)/C=C\C(=O)N(c1ccccc1)C.